Dataset: Full USPTO retrosynthesis dataset with 1.9M reactions from patents (1976-2016). Task: Predict the reactants needed to synthesize the given product. (1) The reactants are: [OH-].[K+].[N+:3]([C:6]1[CH:7]=[C:8]([C:16]2[CH:21]=[CH:20][CH:19]=[CH:18][CH:17]=2)[CH:9]=[CH:10][C:11]=1[NH:12]C(=O)C)([O-:5])=[O:4].C(O)C. Given the product [N+:3]([C:6]1[CH:7]=[C:8]([C:16]2[CH:21]=[CH:20][CH:19]=[CH:18][CH:17]=2)[CH:9]=[CH:10][C:11]=1[NH2:12])([O-:5])=[O:4], predict the reactants needed to synthesize it. (2) Given the product [OH:14][C@H:15]([CH:19]([CH3:21])[CH3:20])[C:16]([NH:1][C@H:2]([C:4]1[CH:13]=[CH:12][C:7]([C:8]([O:10][CH3:11])=[O:9])=[CH:6][CH:5]=1)[CH3:3])=[O:17], predict the reactants needed to synthesize it. The reactants are: [NH2:1][C@H:2]([C:4]1[CH:13]=[CH:12][C:7]([C:8]([O:10][CH3:11])=[O:9])=[CH:6][CH:5]=1)[CH3:3].[OH:14][C@H:15]([CH:19]([CH3:21])[CH3:20])[C:16](O)=[O:17].ON1C2C=CC=CC=2N=N1.C(N(CC)CC)C.Cl.CN(C)CCCN=C=NCC.